This data is from Catalyst prediction with 721,799 reactions and 888 catalyst types from USPTO. The task is: Predict which catalyst facilitates the given reaction. (1) Reactant: [N:1]1[CH:2]=[C:3]([C:10]#[C:11][C:12]2[CH:13]=[C:14]([CH:18]=[CH:19][C:20]=2[CH3:21])[C:15]([OH:17])=O)[N:4]2[CH:9]=[CH:8][N:7]=[CH:6][C:5]=12.CN1CCOCC1.C(Cl)(=O)C(Cl)=O.[N:35]1([C:40]2[CH:41]=[C:42]([CH:44]=[C:45]([C:47]([F:50])([F:49])[F:48])[CH:46]=2)[NH2:43])[CH:39]=[CH:38][N:37]=[CH:36]1.NC1C=CC=CC=1. Product: [N:35]1([C:40]2[CH:41]=[C:42]([NH:43][C:15](=[O:17])[C:14]3[CH:18]=[CH:19][C:20]([CH3:21])=[C:12]([C:11]#[C:10][C:3]4[N:4]5[CH:9]=[CH:8][N:7]=[CH:6][C:5]5=[N:1][CH:2]=4)[CH:13]=3)[CH:44]=[C:45]([C:47]([F:49])([F:50])[F:48])[CH:46]=2)[CH:39]=[CH:38][N:37]=[CH:36]1. The catalyst class is: 64. (2) Reactant: C([O:9][C:10]1[C:11]([CH3:17])=[N:12][N:13]([CH3:16])[C:14]=1[CH3:15])(=O)C1C=CC=CC=1.[OH-].[Na+]. Product: [CH3:16][N:13]1[C:14]([CH3:15])=[C:10]([OH:9])[C:11]([CH3:17])=[N:12]1. The catalyst class is: 8.